The task is: Predict the reaction yield, written as a fraction of the theoretical maximum amount of product (1.0 means a 100% yield; for example, 0.34 means a 34% yield).. This data is from Reaction yield outcomes from USPTO patents with 853,638 reactions. (1) The reactants are [H-].[Al+3].[Li+].[H-].[H-].[H-].[NH2:7][C@H:8]([C:12]1[CH:17]=[CH:16][CH:15]=[CH:14][C:13]=1[O:18][CH3:19])[C:9](O)=[O:10].O.C([O-])([O-])=O.[K+].[K+]. The catalyst is C1COCC1. The product is [NH2:7][C@H:8]([C:12]1[CH:17]=[CH:16][CH:15]=[CH:14][C:13]=1[O:18][CH3:19])[CH2:9][OH:10]. The yield is 0.590. (2) The reactants are [NH2:1][CH:2]([C:4]1[N:9]=[C:8]2[CH:10]=[CH:11][N:12]([CH3:13])[C:7]2=[CH:6][C:5]=1[N:14]1[CH2:17][CH:16]([OH:18])[CH2:15]1)[CH3:3].[NH2:19][C:20]1[N:25]=[C:24]([NH2:26])[C:23]([C:27]#[N:28])=[C:22](Cl)[N:21]=1.CCN(CC)CC. The catalyst is C(#N)C. The product is [NH2:19][C:20]1[N:25]=[C:24]([NH2:26])[C:23]([C:27]#[N:28])=[C:22]([NH:1][CH:2]([C:4]2[N:9]=[C:8]3[CH:10]=[CH:11][N:12]([CH3:13])[C:7]3=[CH:6][C:5]=2[N:14]2[CH2:17][CH:16]([OH:18])[CH2:15]2)[CH3:3])[N:21]=1. The yield is 0.0500. (3) The reactants are [F:1][C:2]1[CH:3]=[C:4]([CH:6]=[CH:7][CH:8]=1)[NH2:5].[N:9]([O-])=O.[Na+].C([O-])(=O)C.[Na+].[C:18]([CH2:21][C:22](=[O:24])[CH3:23])(=[O:20])[CH3:19]. The catalyst is O.Cl.C(O)C. The product is [F:1][C:2]1[CH:3]=[C:4]([NH:5][N:9]=[C:21]([C:22](=[O:24])[CH3:23])[C:18](=[O:20])[CH3:19])[CH:6]=[CH:7][CH:8]=1. The yield is 0.330.